Dataset: Reaction yield outcomes from USPTO patents with 853,638 reactions. Task: Predict the reaction yield, written as a fraction of the theoretical maximum amount of product (1.0 means a 100% yield; for example, 0.34 means a 34% yield). The reactants are [CH3:1][O:2][C:3]1[CH:10]=[C:9]([O:11][CH3:12])[CH:8]=[CH:7][C:4]=1[CH:5]=O.[C:13]([NH:16][NH2:17])([NH2:15])=[NH:14].[ClH:18]. No catalyst specified. The product is [ClH:18].[CH3:1][O:2][C:3]1[CH:10]=[C:9]([O:11][CH3:12])[CH:8]=[CH:7][C:4]=1[CH:5]=[N:17][NH:16][C:13]([NH2:15])=[NH:14]. The yield is 0.580.